Dataset: Full USPTO retrosynthesis dataset with 1.9M reactions from patents (1976-2016). Task: Predict the reactants needed to synthesize the given product. (1) Given the product [Cl:20][C:12]1[S:13][C:14]([C:15]([O:17][CH2:18][CH3:19])=[O:16])=[C:10]([CH2:9][OH:8])[N:11]=1, predict the reactants needed to synthesize it. The reactants are: [Si]([O:8][CH2:9][C:10]1[N:11]=[C:12]([Cl:20])[S:13][C:14]=1[C:15]([O:17][CH2:18][CH3:19])=[O:16])(C(C)(C)C)(C)C.Cl. (2) Given the product [CH2:34]([NH:36][C:13]1[N:14]=[CH:15][C:10]2[CH:9]=[C:8]([C:19]3[CH:24]=[CH:23][C:22]([C:25]4[CH:30]=[CH:29][CH:28]=[C:27]([CH3:31])[N:26]=4)=[CH:21][C:20]=3[CH3:32])[C:7](=[O:33])[N:6]([CH2:5][CH2:4][CH2:3][CH2:2][OH:1])[C:11]=2[N:12]=1)[CH3:35], predict the reactants needed to synthesize it. The reactants are: [OH:1][CH2:2][CH2:3][CH2:4][CH2:5][N:6]1[C:11]2[N:12]=[C:13](S(C)=O)[N:14]=[CH:15][C:10]=2[CH:9]=[C:8]([C:19]2[CH:24]=[CH:23][C:22]([C:25]3[CH:30]=[CH:29][CH:28]=[C:27]([CH3:31])[N:26]=3)=[CH:21][C:20]=2[CH3:32])[C:7]1=[O:33].[CH2:34]([NH2:36])[CH3:35].CCN(C(C)C)C(C)C. (3) Given the product [CH2:19]([O:18][C:16](=[O:17])[CH2:15][NH:14][C:12]([C:4]1[C:3]([OH:21])=[C:2]([C:30]2[N:29]([C:27]([O:26][C:22]([CH3:25])([CH3:24])[CH3:23])=[O:28])[C:37]3[C:32]([CH:31]=2)=[CH:33][CH:34]=[CH:35][CH:36]=3)[CH:11]=[C:10]2[C:5]=1[N:6]=[CH:7][CH:8]=[N:9]2)=[O:13])[CH3:20], predict the reactants needed to synthesize it. The reactants are: Br[C:2]1[CH:11]=[C:10]2[C:5]([N:6]=[CH:7][CH:8]=[N:9]2)=[C:4]([C:12]([NH:14][CH2:15][C:16]([O:18][CH2:19][CH3:20])=[O:17])=[O:13])[C:3]=1[OH:21].[C:22]([O:26][C:27]([N:29]1[C:37]2[C:32](=[CH:33][CH:34]=[CH:35][CH:36]=2)[CH:31]=[CH:30]1)=[O:28])([CH3:25])([CH3:24])[CH3:23].C(=O)([O-])[O-].[K+].[K+].